This data is from Catalyst prediction with 721,799 reactions and 888 catalyst types from USPTO. The task is: Predict which catalyst facilitates the given reaction. (1) Reactant: [O:1]1[CH2:6][CH2:5][CH:4]([C:7]([C:9]2[S:13][C:12]([NH2:14])=[N:11][C:10]=2[C:15]2[O:16][CH:17]=[CH:18][CH:19]=2)=[O:8])[CH2:3][CH2:2]1.[C:20](O)(=[O:27])[C:21]1[CH:26]=[CH:25][N:24]=[CH:23][CH:22]=1.CCN=C=NCCCN(C)C.Cl.O.ON1C2C=CC=CC=2N=N1.C(=O)([O-])O.[Na+]. Product: [O:16]1[CH:17]=[CH:18][CH:19]=[C:15]1[C:10]1[N:11]=[C:12]([NH:14][C:20]([C:21]2[CH:26]=[CH:25][N:24]=[CH:23][CH:22]=2)=[O:27])[S:13][C:9]=1[C:7]([CH:4]1[CH2:5][CH2:6][O:1][CH2:2][CH2:3]1)=[O:8]. The catalyst class is: 18. (2) Reactant: [CH3:1][O:2][C:3]([CH:5]1[CH2:13][C:12]2[C:7](=[CH:8][CH:9]=[CH:10][CH:11]=2)[NH:6]1)=[O:4].N1C=CC=CC=1.[CH3:20][O:21][C:22]1[CH:27]=[CH:26][C:25]([S:28](Cl)(=[O:30])=[O:29])=[CH:24][CH:23]=1. Product: [CH3:20][O:21][C:22]1[CH:23]=[CH:24][C:25]([S:28]([N:6]2[C:7]3[C:12](=[CH:11][CH:10]=[CH:9][CH:8]=3)[CH2:13][CH:5]2[C:3]([O:2][CH3:1])=[O:4])(=[O:30])=[O:29])=[CH:26][CH:27]=1. The catalyst class is: 2. (3) Product: [ClH:23].[ClH:23].[CH3:1][O:2][C@H:3]1[CH2:4][CH2:5][C@H:6]([N:9]2[CH2:14][CH2:13][CH:12]([NH2:15])[CH2:11][CH2:10]2)[CH2:7][CH2:8]1. Reactant: [CH3:1][O:2][CH:3]1[CH2:8][CH2:7][CH:6]([N:9]2[CH2:14][CH2:13][CH:12]([NH:15]C(=O)OC(C)(C)C)[CH2:11][CH2:10]2)[CH2:5][CH2:4]1.[ClH:23]. The catalyst class is: 269. (4) Reactant: [I-].[CH3:2][S+](C)(C)=O.[H-].[Na+].[Br:9][C:10]1[CH:11]=[C:12](/[CH:15]=[CH:16]/[C:17]([O:19][CH2:20][CH3:21])=[O:18])[S:13][CH:14]=1.O. Product: [Br:9][C:10]1[CH:11]=[C:12]([C@@H:15]2[CH2:2][C@H:16]2[C:17]([O:19][CH2:20][CH3:21])=[O:18])[S:13][CH:14]=1. The catalyst class is: 16. (5) Reactant: [Cl:1][S:2]([OH:5])(=O)=[O:3].[Br:6][C:7]1[CH:16]=[CH:15][CH:14]=[C:13]2[C:8]=1[CH2:9][CH2:10][CH2:11][CH2:12]2. Product: [Br:6][C:7]1[C:8]2[CH2:9][CH2:10][CH2:11][CH2:12][C:13]=2[C:14]([S:2]([Cl:1])(=[O:5])=[O:3])=[CH:15][CH:16]=1. The catalyst class is: 22. (6) Reactant: [OH:1][CH:2]([C:22]1[C:30]([CH2:31][O:32][Si](C(C)C)(C(C)C)C(C)C)=[CH:29][C:28]([CH3:43])=[C:27]2[C:23]=1[CH:24]=[CH:25][N:26]2S(C1C=CC(C)=CC=1)(=O)=O)[C:3]1[N:7](COCC[Si](C)(C)C)[C:6]2[CH:16]=[CH:17][C:18]([C:20]#[N:21])=[CH:19][C:5]=2[N:4]=1.OC(C1C(CO[Si](C(C)C)(C(C)C)C(C)C)=CC(C)=C2C=1C=CN2S(C1C=CC(C)=CC=1)(=O)=O)C1N(COCC[Si](C)(C)C)C2C=C(C#N)C=CC=2N=1.B(F)(F)F.O(CC)CC.C(N)CC(C)C.[OH-].[K+]. Product: [OH:1][CH:2]([C:22]1[C:30]([CH2:31][OH:32])=[CH:29][C:28]([CH3:43])=[C:27]2[C:23]=1[CH:24]=[CH:25][NH:26]2)[C:3]1[NH:7][C:6]2[CH:16]=[CH:17][C:18]([C:20]#[N:21])=[CH:19][C:5]=2[N:4]=1. The catalyst class is: 497. (7) Reactant: [C:1]([O:5][C:6]([N:8]1[CH2:12][CH2:11][C:10](=[O:13])[CH2:9]1)=[O:7])([CH3:4])([CH3:3])[CH3:2].[CH2:14]([O:16][C:17](=[O:26])[CH2:18][N:19]1[CH:23]=[C:22]([CH:24]=O)[CH:21]=[N:20]1)[CH3:15].N1CCCC1. The catalyst class is: 8. Product: [C:1]([O:5][C:6]([N:8]1[CH2:12]/[C:11](=[CH:24]\[C:22]2[CH:21]=[N:20][N:19]([CH2:18][C:17]([O:16][CH2:14][CH3:15])=[O:26])[CH:23]=2)/[C:10](=[O:13])[CH2:9]1)=[O:7])([CH3:4])([CH3:2])[CH3:3]. (8) Reactant: [C:1]([C:5]1[N:9]([CH2:10][CH:11]2[CH2:16][CH2:15][C:14]([F:18])([F:17])[CH2:13][CH2:12]2)[C:8]2[CH:19]=[CH:20][C:21]([S:23]([N:26]3[CH2:29][CH:28]([N:30]=[C:31]=[O:32])[CH2:27]3)(=[O:25])=[O:24])=[CH:22][C:7]=2[N:6]=1)([CH3:4])([CH3:3])[CH3:2].[CH:33]1([NH2:36])[CH2:35][CH2:34]1. Product: [C:1]([C:5]1[N:9]([CH2:10][CH:11]2[CH2:12][CH2:13][C:14]([F:17])([F:18])[CH2:15][CH2:16]2)[C:8]2[CH:19]=[CH:20][C:21]([S:23]([N:26]3[CH2:27][CH:28]([NH:30][C:31]([NH:36][CH:33]4[CH2:35][CH2:34]4)=[O:32])[CH2:29]3)(=[O:25])=[O:24])=[CH:22][C:7]=2[N:6]=1)([CH3:4])([CH3:2])[CH3:3]. The catalyst class is: 1.